From a dataset of Full USPTO retrosynthesis dataset with 1.9M reactions from patents (1976-2016). Predict the reactants needed to synthesize the given product. (1) The reactants are: C([Cl:4])(=O)C.C(OC([N:12]1[CH2:17][CH2:16][C@@H:15]([NH:18][C:19]([C:21]2[S:37][C:24]3[N:25]=[CH:26][N:27]=[C:28]([NH:29][C:30]4[CH:35]=[CH:34][C:33]([F:36])=[CH:32][CH:31]=4)[C:23]=3[CH:22]=2)=[O:20])[C@H:14]([OH:38])[CH2:13]1)=O)(C)(C)C. Given the product [ClH:4].[OH:38][C@H:14]1[C@H:15]([NH:18][C:19]([C:21]2[S:37][C:24]3[N:25]=[CH:26][N:27]=[C:28]([NH:29][C:30]4[CH:35]=[CH:34][C:33]([F:36])=[CH:32][CH:31]=4)[C:23]=3[CH:22]=2)=[O:20])[CH2:16][CH2:17][NH:12][CH2:13]1, predict the reactants needed to synthesize it. (2) Given the product [CH:3]([NH:12][CH:10]([CH3:9])[CH3:11])([CH3:4])[CH3:2].[NH:1]1[CH:5]=[CH:4][CH:3]=[CH:2]1, predict the reactants needed to synthesize it. The reactants are: [NH:1]1[CH:5]=[CH:4][CH:3]=[CH:2]1.C1C=C[C:9]2N(O)N=[N:12][C:10]=2[CH:11]=1. (3) Given the product [O:6]=[C:2]1[CH2:3][CH2:4][CH2:5][N:1]1[C:20]([O:19][CH2:16][CH:17]=[CH2:18])=[O:21], predict the reactants needed to synthesize it. The reactants are: [NH:1]1[CH2:5][CH2:4][CH2:3][C:2]1=[O:6].C1(C)C=CC=CC=1.[OH-].[Na+].[CH2:16]([O:19][C:20](Cl)=[O:21])[CH:17]=[CH2:18]. (4) Given the product [N:1]([CH2:6][C:7]1[CH:8]=[CH:9][C:10]([C:13]2([C:16]([F:19])([F:17])[F:18])[N:14]=[N:15]2)=[CH:11][CH:12]=1)=[N+:2]=[N-:3], predict the reactants needed to synthesize it. The reactants are: [N-:1]=[N+:2]=[N-:3].[Na+].I[CH2:6][C:7]1[CH:12]=[CH:11][C:10]([C:13]2([C:16]([F:19])([F:18])[F:17])[N:15]=[N:14]2)=[CH:9][CH:8]=1. (5) Given the product [OH:1][C:9]1[CH:17]=[CH:16][CH:15]=[C:14]2[C:10]=1[CH:11]=[CH:12][CH2:13]2, predict the reactants needed to synthesize it. The reactants are: [O:1]([C:9]1[CH:17]=[CH:16][CH:15]=[C:14]2[C:10]=1[CH2:11][CH2:12][C:13]2=O)[Si](C(C)(C)C)(C)C.[BH4-].[Na+].Cl.C(O)(=O)C(O)=O.[F-].C([N+](CCCC)(CCCC)CCCC)CCC.[NH4+].[Cl-]. (6) Given the product [F:25][C@H:26]1[CH2:30][N:29]([C:7]([O:9][C:10]([CH3:13])([CH3:12])[CH3:11])=[O:8])[C@H:28]([C:31](=[O:32])[NH:33][C:34]2[CH:39]=[N:38][CH:37]=[CH:36][N:35]=2)[CH2:27]1, predict the reactants needed to synthesize it. The reactants are: O[C@@H]1CN([C:7]([O:9][C:10]([CH3:13])([CH3:12])[CH3:11])=[O:8])[C@H](C(OC)=O)C1.CC1SC(N)=NC=1.[F:25][C@H:26]1[CH2:30][NH:29][C@H:28]([C:31]([NH:33][C:34]2[CH:39]=[N:38][CH:37]=[CH:36][N:35]=2)=[O:32])[CH2:27]1. (7) Given the product [Cl:1][C:2]1[CH:3]=[C:4]([C:12]2[O:16][N:15]=[C:14]([C:17]3[CH:35]=[CH:34][C:20]4[CH2:21][CH2:22][N:23]([CH2:26][CH2:27][CH2:28][C:29]([OH:31])=[O:30])[CH2:24][CH2:25][C:19]=4[CH:18]=3)[N:13]=2)[CH:5]=[CH:6][C:7]=1[O:8][CH:9]([CH3:10])[CH3:11], predict the reactants needed to synthesize it. The reactants are: [Cl:1][C:2]1[CH:3]=[C:4]([C:12]2[O:16][N:15]=[C:14]([C:17]3[CH:35]=[CH:34][C:20]4[CH2:21][CH2:22][N:23]([CH2:26][CH2:27][CH2:28][C:29]([O:31]CC)=[O:30])[CH2:24][CH2:25][C:19]=4[CH:18]=3)[N:13]=2)[CH:5]=[CH:6][C:7]=1[O:8][CH:9]([CH3:11])[CH3:10].[OH-].[Na+].C(O)(=O)C.